This data is from Forward reaction prediction with 1.9M reactions from USPTO patents (1976-2016). The task is: Predict the product of the given reaction. Given the reactants CC1C(C)=CC2NC(C3C(NC(=O)CCC)=CNN=3)=NC=2C=1.[NH2:23][C:24]1[CH:29]=[C:28]([O:30][CH3:31])[CH:27]=[CH:26][C:25]=1[NH:32][C:33]([C:35]1[C:39]([N+:40]([O-:42])=[O:41])=[CH:38][NH:37][N:36]=1)=O.[OH-].[Na+], predict the reaction product. The product is: [CH3:31][O:30][C:28]1[CH:27]=[CH:26][C:25]2[NH:32][C:33]([C:35]3[C:39]([N+:40]([O-:42])=[O:41])=[CH:38][NH:37][N:36]=3)=[N:23][C:24]=2[CH:29]=1.